The task is: Predict the reactants needed to synthesize the given product.. This data is from Full USPTO retrosynthesis dataset with 1.9M reactions from patents (1976-2016). Given the product [F:1][C:2]1[CH:11]=[CH:10][C:9]([OH:8])=[C:4]([C:5]2[O:12][N:14]=[CH:7][CH:6]=2)[CH:3]=1, predict the reactants needed to synthesize it. The reactants are: [F:1][C:2]1[CH:3]=[C:4]2[C:9](=[CH:10][CH:11]=1)[O:8][CH:7]=[CH:6][C:5]2=[O:12].Cl.[NH2:14]O.